This data is from Full USPTO retrosynthesis dataset with 1.9M reactions from patents (1976-2016). The task is: Predict the reactants needed to synthesize the given product. (1) Given the product [Cl:4][C:5]1[CH:6]=[CH:7][C:8]([O:9][C:10]2[CH:15]=[CH:14][C:13]([C:16]3([CH3:25])[CH2:17][O:18]3)=[C:12]([C:19]([F:20])([F:21])[F:22])[CH:11]=2)=[CH:23][CH:24]=1, predict the reactants needed to synthesize it. The reactants are: [H-].[Na+].[I-].[Cl:4][C:5]1[CH:24]=[CH:23][C:8]([O:9][C:10]2[CH:15]=[CH:14][C:13]([C:16](=[O:18])[CH3:17])=[C:12]([C:19]([F:22])([F:21])[F:20])[CH:11]=2)=[CH:7][CH:6]=1.[CH2:25]1COCC1. (2) The reactants are: [CH3:1][C:2]([S:5]([NH:8][CH:9]1[CH:17]([NH:18][C@@H:19]([C:21]2[CH:26]=[CH:25][CH:24]=[CH:23][CH:22]=2)[CH3:20])[CH2:16][C:11]2([O:15][CH2:14][CH2:13][O:12]2)[CH2:10]1)(=[O:7])=[O:6])([CH3:4])[CH3:3].C(=O)([O-])[O-].[Na+].[Na+].Cl[C:34]([O:36][CH2:37][C:38]1[CH:43]=[CH:42][CH:41]=[CH:40][CH:39]=1)=[O:35]. Given the product [CH3:1][C:2]([S:5]([NH:8][CH:9]1[CH2:10][C:11]2([O:15][CH2:14][CH2:13][O:12]2)[CH2:16][CH:17]1[N:18]([C@@H:19]([C:21]1[CH:26]=[CH:25][CH:24]=[CH:23][CH:22]=1)[CH3:20])[C:34](=[O:35])[O:36][CH2:37][C:38]1[CH:43]=[CH:42][CH:41]=[CH:40][CH:39]=1)(=[O:6])=[O:7])([CH3:3])[CH3:4], predict the reactants needed to synthesize it. (3) Given the product [Br:5][C:6]1[CH:7]=[N:8][N:9]([CH:11]2[CH2:16][CH2:15][N:14]([C:1](=[O:3])[CH3:2])[CH2:13][CH2:12]2)[CH:10]=1, predict the reactants needed to synthesize it. The reactants are: [C:1](Cl)(=[O:3])[CH3:2].[Br:5][C:6]1[CH:7]=[N:8][N:9]([CH:11]2[CH2:16][CH2:15][NH:14][CH2:13][CH2:12]2)[CH:10]=1.CCN(CC)CC.